From a dataset of Full USPTO retrosynthesis dataset with 1.9M reactions from patents (1976-2016). Predict the reactants needed to synthesize the given product. (1) Given the product [CH3:1][C:2]1[CH:7]=[CH:6][CH:5]=[C:4]([CH3:8])[C:3]=1[C:9]1[N:13]2[C:14]3[CH:15]=[CH:16][CH:17]=[CH:18][C:19]=3[C:20]3[CH:21]=[CH:22][C:23]([O:26][C:28]4[CH:40]=[CH:39][C:38]5[C:37]6[C:32](=[CH:33][CH:34]=[CH:35][CH:36]=6)[N:31]([C:41]6[CH:46]=[CH:45][CH:44]=[CH:43][N:42]=6)[C:30]=5[CH:29]=4)=[CH:24][C:25]=3[C:12]2=[N:11][CH:10]=1, predict the reactants needed to synthesize it. The reactants are: [CH3:1][C:2]1[CH:7]=[CH:6][CH:5]=[C:4]([CH3:8])[C:3]=1[C:9]1[N:13]2[C:14]3[CH:15]=[CH:16][CH:17]=[CH:18][C:19]=3[C:20]3[CH:21]=[CH:22][C:23]([OH:26])=[CH:24][C:25]=3[C:12]2=[N:11][CH:10]=1.Br[C:28]1[CH:40]=[CH:39][C:38]2[C:37]3[C:32](=[CH:33][CH:34]=[CH:35][CH:36]=3)[N:31]([C:41]3[CH:46]=[CH:45][CH:44]=[CH:43][N:42]=3)[C:30]=2[CH:29]=1.N1C=CC=CC=1C(O)=O.O.P([O-])([O-])([O-])=O.[K+].[K+].[K+]. (2) Given the product [ClH:27].[ClH:27].[NH:6]1[CH2:7][CH2:8][NH:9][CH2:10][C@H:5]1[C:2]([OH:1])([CH3:4])[CH3:3], predict the reactants needed to synthesize it. The reactants are: [OH:1][C:2]([C@@H:5]1[CH2:10][N:9](C(OC(C)(C)C)=O)[CH2:8][CH2:7][N:6]1C(OC(C)(C)C)=O)([CH3:4])[CH3:3].CO.[ClH:27]. (3) Given the product [C:11]([O:10][C:8](=[O:9])[CH2:7][CH:6]([CH2:15][CH:16]([CH3:17])[CH3:18])[C:5]([OH:19])=[O:4])([CH3:14])([CH3:13])[CH3:12], predict the reactants needed to synthesize it. The reactants are: [Br-].[Li+].C[O:4][C:5](=[O:19])[CH:6]([CH2:15][CH:16]([CH3:18])[CH3:17])[CH2:7][C:8]([O:10][C:11]([CH3:14])([CH3:13])[CH3:12])=[O:9]. (4) The reactants are: [C:12]([O:11][C:9](O[C:9]([O:11][C:12]([CH3:15])([CH3:14])[CH3:13])=[O:10])=[O:10])([CH3:15])([CH3:14])[CH3:13].[Cl:16][C:17]1[N:22]=[CH:21][C:20]([NH2:23])=[CH:19][CH:18]=1.O. Given the product [Cl:16][C:17]1[N:22]=[CH:21][C:20]([NH:23][C:9](=[O:10])[O:11][C:12]([CH3:13])([CH3:14])[CH3:15])=[CH:19][CH:18]=1, predict the reactants needed to synthesize it. (5) Given the product [C:8]1([O:12][C:13]([N:15]2[CH2:20][CH2:19][CH:18]([N:21]3[C:25]4=[N:26][CH:27]=[N:28][C:29]([O:30][C:31]5[C:32]([CH3:37])=[N:33][CH:34]=[CH:35][CH:36]=5)=[C:24]4[CH:23]=[N:22]3)[CH2:17][CH2:16]2)=[O:14])[CH:11]=[CH:47][CH:42]=[CH:43][CH:10]=1, predict the reactants needed to synthesize it. The reactants are: FC(F)(F)C(O)=O.[C:8]([O:12][C:13]([N:15]1[CH2:20][CH2:19][CH:18]([N:21]2[C:25]3=[N:26][CH:27]=[N:28][C:29]([O:30][C:31]4[C:32]([CH3:37])=[N:33][CH:34]=[CH:35][CH:36]=4)=[C:24]3[CH:23]=[N:22]2)[CH2:17][CH2:16]1)=[O:14])([CH3:11])([CH3:10])C.ClC(O[C:42]1[CH:47]=CC=C[CH:43]=1)=O.C(N(CC)CC)C. (6) The reactants are: [Cl:1][C:2]1[CH:16]=[CH:15][CH:14]=[CH:13][C:3]=1[CH2:4][NH:5][CH2:6][C:7]1([CH3:12])[CH2:11][CH2:10][CH2:9][NH:8]1.Cl[C:18](Cl)([O:20]C(=O)OC(Cl)(Cl)Cl)Cl.C(N(CC)CC)C. Given the product [Cl:1][C:2]1[CH:16]=[CH:15][CH:14]=[CH:13][C:3]=1[CH2:4][N:5]1[CH2:6][C:7]2([CH3:12])[CH2:11][CH2:10][CH2:9][N:8]2[C:18]1=[O:20], predict the reactants needed to synthesize it. (7) Given the product [CH3:15][S:16][CH:17]1[C:14]2[C:2](=[CH:3][CH:4]=[C:5]([CH2:6][N:7]3[CH2:11][CH2:10][O:9][C:8]3=[O:12])[CH:13]=2)[NH:1][C:18]1=[O:19], predict the reactants needed to synthesize it. The reactants are: [NH2:1][C:2]1[CH:14]=[CH:13][C:5]([CH2:6][N:7]2[CH2:11][CH2:10][O:9][C:8]2=[O:12])=[CH:4][CH:3]=1.[CH3:15][S:16][CH2:17][C:18](OCC)=[O:19].C(OCl)(C)(C)C.C(N(CC)CC)C.Cl.